From a dataset of Reaction yield outcomes from USPTO patents with 853,638 reactions. Predict the reaction yield, written as a fraction of the theoretical maximum amount of product (1.0 means a 100% yield; for example, 0.34 means a 34% yield). The reactants are [F:1][C:2]1[C:7]([OH:8])=[CH:6][C:5]([CH3:9])=[C:4]([F:10])[C:3]=1[NH:11][C:12](=O)[C:13]1[CH:18]=[C:17]([C:19]2[CH:24]=[CH:23][CH:22]=[C:21]([F:25])[CH:20]=2)[CH:16]=[CH:15][C:14]=1[F:26]. The catalyst is C1COCC1. The product is [F:1][C:2]1[C:3]([NH:11][CH2:12][C:13]2[CH:18]=[C:17]([C:19]3[CH:24]=[CH:23][CH:22]=[C:21]([F:25])[CH:20]=3)[CH:16]=[CH:15][C:14]=2[F:26])=[C:4]([F:10])[C:5]([CH3:9])=[CH:6][C:7]=1[OH:8]. The yield is 0.750.